From a dataset of Forward reaction prediction with 1.9M reactions from USPTO patents (1976-2016). Predict the product of the given reaction. The product is: [F:1][CH:2]([F:10])[O:11][C:12]1[N:17]=[C:16]([CH:18]2[CH2:22][CH2:21][N:20]([CH2:23][CH2:24][C:25]3[C:26]([N:31]4[CH2:36][CH2:35][CH2:34][CH2:33][C:32]4=[O:37])=[N:27][CH:28]=[CH:29][CH:30]=3)[CH2:19]2)[CH:15]=[CH:14][CH:13]=1. Given the reactants [F:1][C:2]([F:10])(S(F)(=O)=O)C(O)=O.[OH:11][C:12]1[N:17]=[C:16]([CH:18]2[CH2:22][CH2:21][N:20]([CH2:23][CH2:24][C:25]3[C:26]([N:31]4[CH2:36][CH2:35][CH2:34][CH2:33][C:32]4=[O:37])=[N:27][CH:28]=[CH:29][CH:30]=3)[CH2:19]2)[CH:15]=[CH:14][CH:13]=1.S([O-])([O-])(=O)=O.[Na+].[Na+].O, predict the reaction product.